From a dataset of Catalyst prediction with 721,799 reactions and 888 catalyst types from USPTO. Predict which catalyst facilitates the given reaction. Reactant: C(S)C.[CH2:4]([S:6][CH:7]=[CH:8][C:9](=[N:17][C:18]1[CH:23]=[CH:22][CH:21]=[CH:20][CH:19]=1)[O:10][C:11]1[CH:16]=[CH:15][CH:14]=[CH:13][CH:12]=1)[CH3:5].CN(C=O)C.[H-].[Na+].O(C=CC(=NC1C=CC=CC=1)OC1C=CC=CC=1)C1C=CC=CC=1. Product: [CH2:4]([S:6][CH:7]=[CH:8][C:9](=[N:17][C:18]1[CH:19]=[CH:20][CH:21]=[CH:22][CH:23]=1)[O:10][C:11]1[CH:12]=[CH:13][CH:14]=[CH:15][CH:16]=1)[CH3:5]. The catalyst class is: 13.